This data is from Full USPTO retrosynthesis dataset with 1.9M reactions from patents (1976-2016). The task is: Predict the reactants needed to synthesize the given product. Given the product [F:1][C:2]1[CH:3]=[C:4]([CH:14]([NH:16][C:17]([C:19]2[S:20][C:21]([C:31]3[CH:30]=[CH:29][CH:28]=[C:27]([C:26]([F:37])([F:36])[F:25])[CH:32]=3)=[CH:22][CH:23]=2)=[O:18])[CH3:15])[CH:5]=[C:6]([F:13])[C:7]=1[NH:8][S:9]([CH3:12])(=[O:11])=[O:10], predict the reactants needed to synthesize it. The reactants are: [F:1][C:2]1[CH:3]=[C:4]([CH:14]([NH:16][C:17]([C:19]2[S:20][C:21](Br)=[CH:22][CH:23]=2)=[O:18])[CH3:15])[CH:5]=[C:6]([F:13])[C:7]=1[NH:8][S:9]([CH3:12])(=[O:11])=[O:10].[F:25][C:26]([F:37])([F:36])[C:27]1[CH:28]=[C:29](B(O)O)[CH:30]=[CH:31][CH:32]=1.